Predict the reaction yield, written as a fraction of the theoretical maximum amount of product (1.0 means a 100% yield; for example, 0.34 means a 34% yield). From a dataset of Reaction yield outcomes from USPTO patents with 853,638 reactions. (1) The reactants are Cl[C:2]1[N:3]=[C:4]([N:13]2[CH2:18][CH2:17][N:16]([C:19](=[O:27])[CH2:20][C:21]3[CH:26]=[CH:25][CH:24]=[CH:23][CH:22]=3)[CH2:15][CH2:14]2)[C:5]2[CH:10]=[C:9]([CH2:11][CH3:12])[S:8][C:6]=2[N:7]=1.[CH:28]1[CH:37]=[C:36]2[C:31]([CH:32]=[C:33]([NH:38][C:39]([CH2:41][SH:42])=[O:40])[CH:34]=[CH:35]2)=[CH:30][CH:29]=1. The catalyst is CN(C=O)C. The product is [CH2:11]([C:9]1[S:8][C:6]2[N:7]=[C:2]([S:42][CH2:41][C:39]([NH:38][C:33]3[CH:34]=[CH:35][C:36]4[C:31](=[CH:30][CH:29]=[CH:28][CH:37]=4)[CH:32]=3)=[O:40])[N:3]=[C:4]([N:13]3[CH2:18][CH2:17][N:16]([C:19](=[O:27])[CH2:20][C:21]4[CH:26]=[CH:25][CH:24]=[CH:23][CH:22]=4)[CH2:15][CH2:14]3)[C:5]=2[CH:10]=1)[CH3:12]. The yield is 0.300. (2) The reactants are [C:1]([C:5]1[C:6]([O:18][CH2:19][CH3:20])=[C:7](B(O)O)[CH:8]=[C:9]([C:11]([CH3:14])([CH3:13])[CH3:12])[CH:10]=1)([CH3:4])([CH3:3])[CH3:2].[C:21](=[O:24])([O-])[O-].[Na+].[Na+].O.[CH2:28]([OH:30])[CH3:29]. The catalyst is C1(C)C=CC=CC=1.C1C=CC([P]([Pd]([P](C2C=CC=CC=2)(C2C=CC=CC=2)C2C=CC=CC=2)([P](C2C=CC=CC=2)(C2C=CC=CC=2)C2C=CC=CC=2)[P](C2C=CC=CC=2)(C2C=CC=CC=2)C2C=CC=CC=2)(C2C=CC=CC=2)C2C=CC=CC=2)=CC=1. The product is [C:28]([C:21]1[O:24][C:10]2[C:9]([C:7]3[CH:8]=[C:9]([C:11]([CH3:14])([CH3:13])[CH3:12])[CH:10]=[C:5]([C:1]([CH3:4])([CH3:3])[CH3:2])[C:6]=3[O:18][CH2:19][CH3:20])=[CH:8][CH:7]=[CH:6][C:5]=2[CH:1]=1)(=[O:30])[CH3:29]. The yield is 0.930. (3) The reactants are [C:1]([C:4]1[CH:5]=[CH:6][C:7]([C:15]2[CH2:16][N:17]([C:21]([O:23][C:24]([CH3:27])([CH3:26])[CH3:25])=[O:22])[CH2:18][CH2:19][CH:20]=2)=[C:8]2[C:12]=1[NH:11][C:10]([CH3:13])=[C:9]2[CH3:14])(=[O:3])[NH2:2].CN(C=O)C. The catalyst is [Pd].CO. The product is [C:1]([C:4]1[CH:5]=[CH:6][C:7]([CH:15]2[CH2:20][CH2:19][CH2:18][N:17]([C:21]([O:23][C:24]([CH3:27])([CH3:26])[CH3:25])=[O:22])[CH2:16]2)=[C:8]2[C:12]=1[NH:11][C:10]([CH3:13])=[C:9]2[CH3:14])(=[O:3])[NH2:2]. The yield is 0.730. (4) The reactants are [F:1][C:2]1[C:8]([F:9])=[CH:7][CH:6]=[CH:5][C:3]=1[NH2:4].[C:10](Cl)(Cl)=[S:11].C(N(CC)CC)C. The catalyst is C1(C)C=CC=CC=1. The product is [F:1][C:2]1[C:8]([F:9])=[CH:7][CH:6]=[CH:5][C:3]=1[N:4]=[C:10]=[S:11]. The yield is 0.680. (5) The reactants are C(OC(N1CCC([C:12]2[C:20]3[C:15](=[N:16][CH:17]=[CH:18][CH:19]=3)[N:14]([CH2:21][CH2:22][O:23][CH2:24][CH3:25])[CH:13]=2)CC1)=O)C.[OH-].[K+]. The catalyst is C(O)(C)C. The product is [CH2:24]([O:23][CH2:22][CH2:21][N:14]1[C:15]2=[N:16][CH:17]=[CH:18][CH:19]=[C:20]2[C:12]([N:16]2[CH2:17][CH2:18][CH2:19][CH2:20][CH2:15]2)=[CH:13]1)[CH3:25]. The yield is 0.750. (6) The reactants are [NH2:1][C:2]1[C:11]2[C:6](=[C:7](Br)[CH:8]=[CH:9][CH:10]=2)[N:5]=[N:4][C:3]=1[C:13]([NH:15][CH:16]1[CH2:18][CH2:17]1)=[O:14].[CH3:19][O:20][C:21]1[CH:26]=[C:25]([O:27][CH3:28])[CH:24]=[CH:23][C:22]=1B(O)O. No catalyst specified. The product is [NH2:1][C:2]1[C:11]2[C:6](=[C:7]([C:24]3[CH:23]=[CH:22][C:21]([O:20][CH3:19])=[CH:26][C:25]=3[O:27][CH3:28])[CH:8]=[CH:9][CH:10]=2)[N:5]=[N:4][C:3]=1[C:13]([NH:15][CH:16]1[CH2:18][CH2:17]1)=[O:14]. The yield is 0.800. (7) The reactants are [Cl:1][C:2]1[CH:7]=[CH:6][CH:5]=[CH:4][C:3]=1[C:8]1[N:9]([C:22]2[CH:27]=[CH:26][C:25]([Cl:28])=[CH:24][CH:23]=2)[CH:10]=[C:11]([C:13]([NH:15][CH:16]2[CH2:21][CH2:20][NH:19][CH2:18][CH2:17]2)=[O:14])[N:12]=1.Br[C:30]1[CH:35]=[CH:34][CH:33]=[CH:32][N:31]=1.CC([O-])(C)C.[Na+].C1(C)C=CC=CC=1. The catalyst is C(Cl)Cl.C1C=CC(/C=C/C(/C=C/C2C=CC=CC=2)=O)=CC=1.C1C=CC(/C=C/C(/C=C/C2C=CC=CC=2)=O)=CC=1.C1C=CC(/C=C/C(/C=C/C2C=CC=CC=2)=O)=CC=1.[Pd].[Pd].C1C=CC(P(C2C(C3C(P(C4C=CC=CC=4)C4C=CC=CC=4)=CC=C4C=3C=CC=C4)=C3C(C=CC=C3)=CC=2)C2C=CC=CC=2)=CC=1. The product is [Cl:1][C:2]1[CH:7]=[CH:6][CH:5]=[CH:4][C:3]=1[C:8]1[N:9]([C:22]2[CH:23]=[CH:24][C:25]([Cl:28])=[CH:26][CH:27]=2)[CH:10]=[C:11]([C:13]([NH:15][CH:16]2[CH2:17][CH2:18][N:19]([C:30]3[CH:35]=[CH:34][CH:33]=[CH:32][N:31]=3)[CH2:20][CH2:21]2)=[O:14])[N:12]=1. The yield is 0.470.